This data is from Full USPTO retrosynthesis dataset with 1.9M reactions from patents (1976-2016). The task is: Predict the reactants needed to synthesize the given product. (1) Given the product [O:8]=[C:6]1[NH:7][CH:3]([CH2:2][O:1][S:17]([CH3:16])(=[O:19])=[O:18])[CH2:4][CH2:5]1, predict the reactants needed to synthesize it. The reactants are: [OH:1][CH2:2][C@@H:3]1[NH:7][C:6](=[O:8])[CH2:5][CH2:4]1.C(N(CC)CC)C.[CH3:16][S:17](Cl)(=[O:19])=[O:18]. (2) Given the product [Br:12][C:10]1[CH:9]=[CH:8][C:3]([C:4]([O:6][CH3:7])=[O:5])=[C:2]([I:22])[CH:11]=1, predict the reactants needed to synthesize it. The reactants are: N[C:2]1[CH:11]=[C:10]([Br:12])[CH:9]=[CH:8][C:3]=1[C:4]([O:6][CH3:7])=[O:5].S(=O)(=O)(O)O.N([O-])=O.[Na+].[I-:22].[K+].[OH-].[Na+].S([O-])([O-])=O.[Na+].[Na+].[Cl-].[Na+]. (3) The reactants are: [CH3:1][S:2][C:3]1[S:4][C:5]2[CH:11]=[C:10]([OH:12])[CH:9]=[CH:8][C:6]=2[N:7]=1.C(=O)([O-])[O-].[Cs+].[Cs+].Cl[C:20]1[C:29]2[C:24](=[CH:25][CH:26]=[CH:27][CH:28]=2)[N:23]=[CH:22][CH:21]=1.C(OCC)(=O)C. Given the product [CH3:1][S:2][C:3]1[S:4][C:5]2[CH:11]=[C:10]([O:12][C:20]3[C:29]4[C:24](=[CH:25][CH:26]=[CH:27][CH:28]=4)[N:23]=[CH:22][CH:21]=3)[CH:9]=[CH:8][C:6]=2[N:7]=1, predict the reactants needed to synthesize it. (4) Given the product [NH2:50][C:51]1[N:52]=[CH:53][N:54]=[C:55]([NH:14][C@H:12]([C:7]2[C:6]([C:22]3[CH:27]=[CH:26][CH:25]=[CH:24][N:23]=3)=[C:5]([C:28]([NH:29][CH2:30][CH2:31][OH:32])=[O:33])[C:4]3[C:9](=[CH:10][CH:11]=[C:2]([F:1])[CH:3]=3)[N:8]=2)[CH3:13])[C:56]=1[C:57]#[N:58], predict the reactants needed to synthesize it. The reactants are: [F:1][C:2]1[CH:3]=[C:4]2[C:9](=[CH:10][CH:11]=1)[N:8]=[C:7]([C@@H:12]([NH:14]C(=O)OC(C)(C)C)[CH3:13])[C:6]([C:22]1[CH:27]=[CH:26][CH:25]=[CH:24][N:23]=1)=[C:5]2[C:28](=[O:33])[NH:29][CH2:30][CH2:31][OH:32].Cl.O1CCOCC1.CCN(C(C)C)C(C)C.[NH2:50][C:51]1[C:56]([C:57]#[N:58])=[C:55](Cl)[N:54]=[CH:53][N:52]=1. (5) Given the product [Cl:12][C:13]1[CH:18]=[C:17]([C:2]23[CH2:11][CH:6]4[CH2:7][CH:8]([CH2:10][CH:4]([CH2:5]4)[CH2:3]2)[CH2:9]3)[CH:16]=[CH:15][C:14]=1[O:19][CH3:20], predict the reactants needed to synthesize it. The reactants are: Br[C:2]12[CH2:11][CH:6]3[CH2:7][CH:8]([CH2:10][CH:4]([CH2:5]3)[CH2:3]1)[CH2:9]2.[Cl:12][C:13]1[CH:18]=[CH:17][CH:16]=[CH:15][C:14]=1[O:19][CH3:20]. (6) Given the product [O:15]=[C:12]1[N:11]=[C:10]([NH:1][C@H:2]2[C@H:7]([OH:8])[CH2:6][CH2:5][O:4][CH2:3]2)[CH2:14][S:13]1, predict the reactants needed to synthesize it. The reactants are: [NH2:1][C@H:2]1[C@H:7]([OH:8])[CH2:6][CH2:5][O:4][CH2:3]1.S=[C:10]1[CH2:14][S:13][C:12](=[O:15])[NH:11]1. (7) The reactants are: [CH:1]([C:4]1[CH:12]=[C:7]2[CH:8]=[CH:9][CH:10]=[CH:11][N:6]2[N:5]=1)([CH3:3])[CH3:2].[I:13]N1C(=O)CCC1=O. Given the product [I:13][C:12]1[C:4]([CH:1]([CH3:3])[CH3:2])=[N:5][N:6]2[CH:11]=[CH:10][CH:9]=[CH:8][C:7]=12, predict the reactants needed to synthesize it. (8) Given the product [C:44]([N:41]1[CH2:40][CH2:39][N:38]([C:35]2[CH:36]=[CH:37][C:32]([NH:31][C:2]3[N:3]=[C:4]([NH:21][C:22]4[CH:23]=[C:24]([CH:28]=[CH:29][CH:30]=4)[C:25]([NH2:27])=[O:26])[C:5]4[CH:10]=[CH:9][N:8]([S:11]([C:14]5[CH:20]=[CH:19][C:17]([CH3:18])=[CH:16][CH:15]=5)(=[O:12])=[O:13])[C:6]=4[N:7]=3)=[CH:33][CH:34]=2)[CH2:43][CH2:42]1)(=[O:46])[CH3:45], predict the reactants needed to synthesize it. The reactants are: Cl[C:2]1[N:3]=[C:4]([NH:21][C:22]2[CH:23]=[C:24]([CH:28]=[CH:29][CH:30]=2)[C:25]([NH2:27])=[O:26])[C:5]2[CH:10]=[CH:9][N:8]([S:11]([C:14]3[CH:20]=[CH:19][C:17]([CH3:18])=[CH:16][CH:15]=3)(=[O:13])=[O:12])[C:6]=2[N:7]=1.[NH2:31][C:32]1[CH:37]=[CH:36][C:35]([N:38]2[CH2:43][CH2:42][N:41]([C:44](=[O:46])[CH3:45])[CH2:40][CH2:39]2)=[CH:34][CH:33]=1.C[Si](Cl)(C)C. (9) Given the product [CH2:1]([C:3]1[C:7]2[CH:8]=[CH:9][C:10]([C:12]3[NH:13][C:14]4[N:15]([N:19]=[CH:20][C:21]=4[C:22]([NH2:23])=[O:25])[C:16](=[O:18])[CH:17]=3)=[CH:11][C:6]=2[O:5][N:4]=1)[CH3:2], predict the reactants needed to synthesize it. The reactants are: [CH2:1]([C:3]1[C:7]2[CH:8]=[CH:9][C:10]([C:12]3[NH:13][C:14]4[N:15]([N:19]=[CH:20][C:21]=4[C:22]#[N:23])[C:16](=[O:18])[CH:17]=3)=[CH:11][C:6]=2[O:5][N:4]=1)[CH3:2].S(=O)(=O)(O)[OH:25]. (10) Given the product [CH:1]1([CH2:4][C:5]2[C:6]([C:11]3[CH:16]=[CH:15][N:14]=[C:13]([S:17][CH3:18])[N:12]=3)=[CH:7][N:26]=[C:24]([NH:23][CH2:22][C:21]([CH3:28])([OH:20])[CH3:27])[N:25]=2)[CH2:2][CH2:3]1, predict the reactants needed to synthesize it. The reactants are: [CH:1]1([CH2:4][C:5](=O)/[C:6](/[C:11]2[CH:16]=[CH:15][N:14]=[C:13]([S:17][CH3:18])[N:12]=2)=[CH:7]\N(C)C)[CH2:3][CH2:2]1.[OH:20][C:21]([CH3:28])([CH3:27])[CH2:22][NH:23][C:24]([NH2:26])=[NH:25].C(=O)([O-])[O-].[K+].[K+].